From a dataset of Reaction yield outcomes from USPTO patents with 853,638 reactions. Predict the reaction yield, written as a fraction of the theoretical maximum amount of product (1.0 means a 100% yield; for example, 0.34 means a 34% yield). The reactants are [CH2:1]([O:3][C:4]([C:6]1[CH:7]=[C:8]2[C:13](=[CH:14][CH:15]=1)[NH:12][CH:11]([C:16]1[CH:21]=[CH:20][CH:19]=C(NC)[CH:17]=1)[C:10]([CH3:25])([CH3:24])[CH2:9]2)=[O:5])[CH3:2].[N:26]1[CH:31]=CC=C[CH:27]=1.[CH3:32][N:33]([CH3:37])[C:34](Cl)=[O:35]. The catalyst is ClCCl. The product is [CH2:1]([O:3][C:4]([C:6]1[CH:7]=[C:8]2[C:13](=[CH:14][CH:15]=1)[NH:12][CH:11]([C:16]1[CH:21]=[CH:20][CH:19]=[C:32]([N:33]([CH3:37])[C:34]([N:26]([CH3:31])[CH3:27])=[O:35])[CH:17]=1)[C:10]([CH3:24])([CH3:25])[CH2:9]2)=[O:5])[CH3:2]. The yield is 1.00.